Predict the reaction yield, written as a fraction of the theoretical maximum amount of product (1.0 means a 100% yield; for example, 0.34 means a 34% yield). From a dataset of Reaction yield outcomes from USPTO patents with 853,638 reactions. (1) The reactants are [O:1]1[CH:5]=[CH:4][CH:3]=[C:2]1[C:6]([NH:8][C:9]1[CH:14]=[CH:13][CH:12]=[C:11]([C:15]2[C:23]3[C:18](=[CH:19][CH:20]=[C:21]([C:24]4[N:28]=[CH:27][N:26](C(C5C=CC=CC=5)(C5C=CC=CC=5)C5C=CC=CC=5)[N:25]=4)[CH:22]=3)[N:17](C3CCCCO3)[N:16]=2)[CH:10]=1)=[O:7]. The catalyst is O1CCOCC1.Cl. The product is [NH:26]1[CH:27]=[N:28][C:24]([C:21]2[CH:22]=[C:23]3[C:18](=[CH:19][CH:20]=2)[NH:17][N:16]=[C:15]3[C:11]2[CH:10]=[C:9]([NH:8][C:6]([C:2]3[O:1][CH:5]=[CH:4][CH:3]=3)=[O:7])[CH:14]=[CH:13][CH:12]=2)=[N:25]1. The yield is 0.500. (2) The reactants are C(Cl)CCl.C1C=CC2N(O)N=[N:11]C=2C=1.[N:15]1([CH2:21][C:22]([OH:24])=O)[CH2:20][CH2:19][O:18][CH2:17][CH2:16]1.C(N(CC)CC)C. The catalyst is CN(C=O)C. The product is [N:15]1([CH2:21][C:22]([NH2:11])=[O:24])[CH2:20][CH2:19][O:18][CH2:17][CH2:16]1. The yield is 0.330. (3) The reactants are [Cl:1][C:2]1[C:3]2[S:10][C:9]([C:11](Cl)=[O:12])=[CH:8][C:4]=2[N:5]=[CH:6][N:7]=1.[NH2:14][CH2:15][CH2:16][N:17]1[CH2:22][CH2:21][O:20][CH2:19][CH2:18]1. The catalyst is C(Cl)Cl. The product is [Cl:1][C:2]1[C:3]2[S:10][C:9]([C:11]([NH:14][CH2:15][CH2:16][N:17]3[CH2:22][CH2:21][O:20][CH2:19][CH2:18]3)=[O:12])=[CH:8][C:4]=2[N:5]=[CH:6][N:7]=1. The yield is 0.650. (4) The reactants are O[CH2:2][C:3]1[CH:12]=[N:11][C:10]2[N:9]3[CH2:13][CH2:14][CH2:15][CH2:16][C@H:8]3[C:7](=[O:17])[NH:6][C:5]=2[CH:4]=1.[I-].C(C[P+](C)(C)C)#N.C(N(C(C)C)C(C)C)C.Cl.[Cl:36][C:37]1[CH:42]=[CH:41][C:40]([CH:43]2[CH2:48][CH2:47][NH:46][CH2:45][CH2:44]2)=[CH:39][CH:38]=1. The catalyst is C(#N)CC. The product is [Cl:36][C:37]1[CH:42]=[CH:41][C:40]([CH:43]2[CH2:44][CH2:45][N:46]([CH2:2][C:3]3[CH:12]=[N:11][C:10]4[N:9]5[CH2:13][CH2:14][CH2:15][CH2:16][C@H:8]5[C:7](=[O:17])[NH:6][C:5]=4[CH:4]=3)[CH2:47][CH2:48]2)=[CH:39][CH:38]=1. The yield is 0.125. (5) The reactants are CN(C(ON1N=NC2C=CC=NC1=2)=[N+](C)C)C.F[P-](F)(F)(F)(F)F.[F:25][C:26]1[CH:27]=[C:28]([C:32]2[CH:37]=[CH:36][C:35]([C:38]([OH:40])=O)=[C:34]([N+:41]([O-:43])=[O:42])[CH:33]=2)[CH:29]=[CH:30][CH:31]=1.Cl.[CH3:45][C:46]([O:49][C@H:50]([CH3:57])[C@@H:51]([C:53]([O:55][CH3:56])=[O:54])[NH2:52])([CH3:48])[CH3:47].C(N(C(C)C)CC)(C)C. The catalyst is CN(C=O)C.C(OCC)(=O)C. The product is [CH3:48][C:46]([O:49][C@H:50]([CH3:57])[C@@H:51]([C:53]([O:55][CH3:56])=[O:54])[NH:52][C:38]([C:35]1[CH:36]=[CH:37][C:32]([C:28]2[CH:29]=[CH:30][CH:31]=[C:26]([F:25])[CH:27]=2)=[CH:33][C:34]=1[N+:41]([O-:43])=[O:42])=[O:40])([CH3:45])[CH3:47]. The yield is 0.820.